This data is from Full USPTO retrosynthesis dataset with 1.9M reactions from patents (1976-2016). The task is: Predict the reactants needed to synthesize the given product. (1) The reactants are: [CH2:1]([O:3][C:4]1[N:8]([C:9]2[C:17]3[O:16][CH2:15][C@@H:14]([NH:18][C:19]4[CH:31]=[CH:30][C:22]5[C@H:23]([CH2:26][C:27]([OH:29])=[O:28])[CH2:24][O:25][C:21]=5[CH:20]=4)[C:13]=3[CH:12]=[CH:11][CH:10]=2)[C:7]2[CH:32]=[C:33]([F:37])[C:34]([F:36])=[CH:35][C:6]=2[N:5]=1)[CH3:2].[OH-].[Na+:39].C(#N)C. Given the product [CH2:1]([O:3][C:4]1[N:8]([C:9]2[C:17]3[O:16][CH2:15][C@@H:14]([NH:18][C:19]4[CH:31]=[CH:30][C:22]5[C@H:23]([CH2:26][C:27]([O-:29])=[O:28])[CH2:24][O:25][C:21]=5[CH:20]=4)[C:13]=3[CH:12]=[CH:11][CH:10]=2)[C:7]2[CH:32]=[C:33]([F:37])[C:34]([F:36])=[CH:35][C:6]=2[N:5]=1)[CH3:2].[Na+:39], predict the reactants needed to synthesize it. (2) Given the product [NH2:15][N:16]1[C:2]([NH2:1])=[N:3][N:4]=[C:5]1[CH2:7][C:8]1[CH:9]=[CH:10][C:11]([OH:14])=[CH:12][CH:13]=1, predict the reactants needed to synthesize it. The reactants are: [NH2:1][C:2]1O[C:5]([CH2:7][C:8]2[CH:13]=[CH:12][C:11]([OH:14])=[CH:10][CH:9]=2)=[N:4][N:3]=1.[NH2:15][NH2:16]. (3) The reactants are: NC1C=CC=CC=1.[N:8]1[CH:13]=[CH:12][CH:11]=[CH:10][C:9]=1[CH:14]=O.[Cl:16][C:17]1[CH:42]=[CH:41][CH:40]=[CH:39][C:18]=1[O:19][C:20]1[CH:21]=[C:22]([NH2:38])[C:23]([NH2:37])=[CH:24][C:25]=1[O:26][C:27]1[CH:28]=[N:29][C:30]([S:33]([CH3:36])(=[O:35])=[O:34])=[CH:31][CH:32]=1. Given the product [Cl:16][C:17]1[CH:42]=[CH:41][CH:40]=[CH:39][C:18]=1[O:19][C:20]1[C:25]([O:26][C:27]2[CH:28]=[N:29][C:30]([S:33]([CH3:36])(=[O:34])=[O:35])=[CH:31][CH:32]=2)=[CH:24][C:23]2[NH:37][C:14]([C:9]3[CH:10]=[CH:11][CH:12]=[CH:13][N:8]=3)=[N:38][C:22]=2[CH:21]=1, predict the reactants needed to synthesize it. (4) Given the product [C:1]([O:5][C:6]1[CH:11]=[CH:10][CH:9]=[CH:8][C:7]=1[CH2:12][CH2:13][NH2:14])([CH3:4])([CH3:3])[CH3:2], predict the reactants needed to synthesize it. The reactants are: [C:1]([O:5][C:6]1[CH:11]=[CH:10][CH:9]=[CH:8][C:7]=1[CH:12]=[CH:13][N+:14]([O-])=O)([CH3:4])([CH3:3])[CH3:2].[H-].[Al+3].[Li+].[H-].[H-].[H-]. (5) Given the product [CH:14]1([O:13][C:10]2[N:11]=[CH:12][C:7]([B:20]([OH:25])[OH:21])=[CH:8][CH:9]=2)[CH2:19][CH2:18][CH2:17][CH2:16][CH2:15]1, predict the reactants needed to synthesize it. The reactants are: C([Li])CCC.Br[C:7]1[CH:8]=[CH:9][C:10]([O:13][CH:14]2[CH2:19][CH2:18][CH2:17][CH2:16][CH2:15]2)=[N:11][CH:12]=1.[B:20](OC(C)C)([O:25]C(C)C)[O:21]C(C)C.[OH-].[Na+]. (6) Given the product [CH3:11][O:13][C:14](=[O:19])[C:15]([O:10][C:5]1[CH:4]=[CH:3][C:2]([Cl:1])=[CH:9][C:6]=1[CH:7]=[O:8])([CH3:17])[CH3:16], predict the reactants needed to synthesize it. The reactants are: [Cl:1][C:2]1[CH:3]=[CH:4][C:5]([OH:10])=[C:6]([CH:9]=1)[CH:7]=[O:8].[CH2:11]([O:13][C:14](=[O:19])[C:15](Br)([CH3:17])[CH3:16])C.C([O-])([O-])=O.[K+].[K+].